This data is from Reaction yield outcomes from USPTO patents with 853,638 reactions. The task is: Predict the reaction yield, written as a fraction of the theoretical maximum amount of product (1.0 means a 100% yield; for example, 0.34 means a 34% yield). (1) The reactants are [NH2:1][C:2]1[S:12][C:5]2[CH2:6][O:7][C:8]([CH3:11])([CH3:10])[CH2:9][C:4]=2[C:3]=1[C:13]([O:15][C:16]([CH3:19])([CH3:18])[CH3:17])=[O:14].[Br:20][C:21]1[CH:31]=[CH:30][CH:29]=[CH:28][C:22]=1[C:23]([N:25]=[C:26]=[S:27])=[O:24]. The catalyst is C1COCC1. The product is [Br:20][C:21]1[CH:31]=[CH:30][CH:29]=[CH:28][C:22]=1[C:23]([NH:25][C:26](=[S:27])[NH:1][C:2]1[S:12][C:5]2[CH2:6][O:7][C:8]([CH3:11])([CH3:10])[CH2:9][C:4]=2[C:3]=1[C:13]([O:15][C:16]([CH3:19])([CH3:18])[CH3:17])=[O:14])=[O:24]. The yield is 0.490. (2) The product is [Cl:1][C:2]1[CH:7]=[CH:6][C:5]([C@:8]2([OH:16])[CH2:13][CH2:12][N:11]([C:18]([O:20][CH2:21][CH3:22])=[O:19])[CH2:10][C:9]2([CH3:14])[CH3:15])=[CH:4][CH:3]=1. The yield is 0.940. The catalyst is N1C=CC=CC=1. The reactants are [Cl:1][C:2]1[CH:7]=[CH:6][C:5]([C@:8]2([OH:16])[CH2:13][CH2:12][NH:11][CH2:10][C:9]2([CH3:15])[CH3:14])=[CH:4][CH:3]=1.Cl[C:18]([O:20][CH2:21][CH3:22])=[O:19]. (3) The reactants are Cl.[F:2][C:3]1[CH:4]=[C:5]([CH:19]=[CH:20][CH:21]=1)[CH2:6][O:7][C:8]1[CH:18]=[CH:17][C:11]2[CH2:12][CH2:13][NH:14][CH2:15][CH2:16][C:10]=2[CH:9]=1.Cl[C:23]([O:25][CH3:26])=[O:24]. The catalyst is C(N(CC)CC)C. The product is [CH3:26][O:25][C:23]([N:14]1[CH2:15][CH2:16][C:10]2[CH:9]=[C:8]([O:7][CH2:6][C:5]3[CH:19]=[CH:20][CH:21]=[C:3]([F:2])[CH:4]=3)[CH:18]=[CH:17][C:11]=2[CH2:12][CH2:13]1)=[O:24]. The yield is 0.950. (4) The reactants are Br[C:2]1[N:7]=[C:6]2[S:8][C:9]([NH:11][C:12](=[O:23])[C:13]3[CH:18]=[CH:17][C:16]([C:19]([OH:22])([CH3:21])[CH3:20])=[CH:15][CH:14]=3)=[N:10][C:5]2=[CH:4][CH:3]=1.[CH3:24][N:25]1[CH:29]=[C:28](B2OC(C)(C)C(C)(C)O2)[CH:27]=[N:26]1. No catalyst specified. The product is [OH:22][C:19]([C:16]1[CH:17]=[CH:18][C:13]([C:12]([NH:11][C:9]2[S:8][C:6]3[C:5]([N:10]=2)=[CH:4][CH:3]=[C:2]([C:28]2[CH:27]=[N:26][N:25]([CH3:24])[CH:29]=2)[N:7]=3)=[O:23])=[CH:14][CH:15]=1)([CH3:21])[CH3:20]. The yield is 0.370. (5) The catalyst is C(OCC)(=O)C. The product is [ClH:23].[NH2:8][CH2:7][CH2:6][N:5]([CH2:16][C:17]([F:18])([F:19])[F:20])[C:3](=[O:4])[C:2]([F:22])([F:1])[F:21]. The yield is 0.610. The reactants are [F:1][C:2]([F:22])([F:21])[C:3]([N:5]([CH2:16][C:17]([F:20])([F:19])[F:18])[CH2:6][CH2:7][NH:8]C(=O)OC(C)(C)C)=[O:4].[ClH:23].C(OCC)(=O)C. (6) The reactants are Cl[C:2]1[N:7]=[C:6]([S:8][CH2:9][CH3:10])[C:5]([C:11]([NH:13][CH2:14][C:15]2[CH:20]=[CH:19][CH:18]=[C:17]([F:21])[CH:16]=2)=[O:12])=[C:4]([CH3:22])[CH:3]=1.[OH:23][CH:24]1[CH2:27][NH:26][CH2:25]1.C([O-])([O-])=O.[Cs+].[Cs+]. The catalyst is O1CCOCC1.[Cl-].[Na+].O. The product is [CH2:9]([S:8][C:6]1[C:5]([C:11]([NH:13][CH2:14][C:15]2[CH:20]=[CH:19][CH:18]=[C:17]([F:21])[CH:16]=2)=[O:12])=[C:4]([CH3:22])[CH:3]=[C:2]([N:26]2[CH2:27][CH:24]([OH:23])[CH2:25]2)[N:7]=1)[CH3:10]. The yield is 0.150.